From a dataset of Reaction yield outcomes from USPTO patents with 853,638 reactions. Predict the reaction yield, written as a fraction of the theoretical maximum amount of product (1.0 means a 100% yield; for example, 0.34 means a 34% yield). (1) The reactants are Cl[C:2]1[CH:7]=[C:6]([C:8]([F:11])([F:10])[F:9])[N:5]=[C:4]([C:12]2[CH:17]=[CH:16][CH:15]=[CH:14][N:13]=2)[N:3]=1.[CH3:18][CH2:19][O:20][C:21]1[CH:26]=[CH:25][CH:24]=[C:23]([NH2:27])[CH:22]=1.Cl.[OH-].[Na+]. The catalyst is O.C(O)C. The product is [CH2:19]([O:20][C:21]1[CH:22]=[C:23]([CH:24]=[CH:25][CH:26]=1)[NH:27][C:2]1[CH:7]=[C:6]([C:8]([F:11])([F:10])[F:9])[N:5]=[C:4]([C:12]2[CH:17]=[CH:16][CH:15]=[CH:14][N:13]=2)[N:3]=1)[CH3:18]. The yield is 0.630. (2) The reactants are [Cl:1][C:2]1[CH:10]=[CH:9][C:8]([NH:11][S:12]([C:15]2[S:16][CH:17]=[CH:18][CH:19]=2)(=[O:14])=[O:13])=[C:7]2[C:3]=1[CH:4]=[C:5]([C:23]([O:25][CH2:26][CH3:27])=[O:24])[N:6]2[CH2:20][O:21][CH3:22].CI.[C:30](=O)([O-])[O-].[K+].[K+].CN(C)C=O. The catalyst is O. The product is [Cl:1][C:2]1[CH:10]=[CH:9][C:8]([N:11]([CH3:30])[S:12]([C:15]2[S:16][CH:17]=[CH:18][CH:19]=2)(=[O:14])=[O:13])=[C:7]2[C:3]=1[CH:4]=[C:5]([C:23]([O:25][CH2:26][CH3:27])=[O:24])[N:6]2[CH2:20][O:21][CH3:22]. The yield is 0.930. (3) The reactants are [NH2:1][C:2]1[C:10]([N+:11]([O-])=O)=[CH:9][C:8]([F:14])=[CH:7][C:3]=1[C:4]([OH:6])=[O:5].[H][H]. The catalyst is [Pd].CO. The product is [NH2:1][C:2]1[C:10]([NH2:11])=[CH:9][C:8]([F:14])=[CH:7][C:3]=1[C:4]([OH:6])=[O:5]. The yield is 0.950. (4) No catalyst specified. The yield is 0.870. The product is [Br:13][C:3]1[CH:4]=[CH:5][C:6]([F:8])=[CH:7][C:2]=1[O:9][CH2:10][C:11]#[CH:12]. The reactants are F[C:2]1([O:9][C:10]#[C:11][CH3:12])[CH:7]=[C:6]([F:8])[CH:5]=[CH:4][CH2:3]1.[Br:13]C1C=CC(F)=CC=1O.